Dataset: Full USPTO retrosynthesis dataset with 1.9M reactions from patents (1976-2016). Task: Predict the reactants needed to synthesize the given product. Given the product [NH2:12][C:3]1[C:2]([I:1])=[C:10]([CH3:11])[CH:9]=[CH:8][C:4]=1[C:5]([OH:7])=[O:6], predict the reactants needed to synthesize it. The reactants are: [I:1][C:2]1[C:3]([N+:12]([O-])=O)=[C:4]([CH:8]=[CH:9][C:10]=1[CH3:11])[C:5]([OH:7])=[O:6].C(O)(=O)C.Cl.